Dataset: Full USPTO retrosynthesis dataset with 1.9M reactions from patents (1976-2016). Task: Predict the reactants needed to synthesize the given product. Given the product [CH3:1][O:2][C:3]1[CH:11]=[CH:10][C:6]2[C:5]([C:4]=1[S:13]([Cl:12])(=[O:15])=[O:14])=[N:9][S:8][N:7]=2, predict the reactants needed to synthesize it. The reactants are: [CH3:1][O:2][C:3]1[CH:11]=[CH:10][C:6]2=[N:7][S:8][N:9]=[C:5]2[CH:4]=1.[Cl:12][S:13](O)(=[O:15])=[O:14].